Dataset: Peptide-MHC class I binding affinity with 185,985 pairs from IEDB/IMGT. Task: Regression. Given a peptide amino acid sequence and an MHC pseudo amino acid sequence, predict their binding affinity value. This is MHC class I binding data. (1) The peptide sequence is LMFKHLLHP. The MHC is HLA-B15:03 with pseudo-sequence HLA-B15:03. The binding affinity (normalized) is 0.699. (2) The peptide sequence is LEMNDAPTA. The MHC is HLA-A29:02 with pseudo-sequence HLA-A29:02. The binding affinity (normalized) is 0.0847. (3) The peptide sequence is VLFSGVSWT. The MHC is HLA-A02:03 with pseudo-sequence HLA-A02:03. The binding affinity (normalized) is 0.621. (4) The peptide sequence is RHIAIQVCY. The MHC is HLA-B15:01 with pseudo-sequence HLA-B15:01. The binding affinity (normalized) is 0.311. (5) The peptide sequence is KKKEYNETWY. The MHC is Mamu-B17 with pseudo-sequence Mamu-B17. The binding affinity (normalized) is 0. (6) The peptide sequence is RPTEHRGEF. The MHC is HLA-B07:02 with pseudo-sequence HLA-B07:02. The binding affinity (normalized) is 0.872. (7) The peptide sequence is RNKRGVFVL. The MHC is Mamu-A2201 with pseudo-sequence Mamu-A2201. The binding affinity (normalized) is 0.